This data is from Forward reaction prediction with 1.9M reactions from USPTO patents (1976-2016). The task is: Predict the product of the given reaction. Given the reactants [Br:1][C:2]1[CH:7]=[C:6]([S:8][CH3:9])[CH:5]=[CH:4][N:3]=1.BrC1C=CC(S(C)=[O:18])=NC=1, predict the reaction product. The product is: [Br:1][C:2]1[CH:7]=[C:6]([S:8]([CH3:9])=[O:18])[CH:5]=[CH:4][N:3]=1.